This data is from Reaction yield outcomes from USPTO patents with 853,638 reactions. The task is: Predict the reaction yield, written as a fraction of the theoretical maximum amount of product (1.0 means a 100% yield; for example, 0.34 means a 34% yield). (1) The reactants are [C:1]([C:5]1[NH:9][N:8]=[C:7]([CH2:10]O)[CH:6]=1)([CH3:4])([CH3:3])[CH3:2].O1CCOCC1.[ClH:18]. No catalyst specified. The product is [ClH:18].[C:1]([C:5]1[NH:9][N:8]=[C:7]([CH2:10][Cl:18])[CH:6]=1)([CH3:4])([CH3:3])[CH3:2]. The yield is 0.830. (2) The reactants are CC1C=CC(S(O[C@@H:12]([CH2:23][O:24][CH2:25][C:26]2[CH:31]=[CH:30][CH:29]=[CH:28][CH:27]=2)[CH2:13][CH:14]([C:21]#[N:22])[C:15]2[CH:20]=[CH:19][CH:18]=[CH:17][CH:16]=2)(=O)=O)=CC=1.C[Si]([N-][Si](C)(C)C)(C)C.[Li+]. The catalyst is CN(C=O)C.CCOC(C)=O. The product is [C:15]1([C@:14]2([C:21]#[N:22])[CH2:13][C@H:12]2[CH2:23][O:24][CH2:25][C:26]2[CH:27]=[CH:28][CH:29]=[CH:30][CH:31]=2)[CH:16]=[CH:17][CH:18]=[CH:19][CH:20]=1. The yield is 0.950. (3) The reactants are [CH:1]1[C:10]2[C:5](=[CH:6][CH:7]=[CH:8][CH:9]=2)[CH:4]=[CH:3][C:2]=1[CH:11]=O.[O:13]=[C:14]([CH:16](P(=O)(OCC)OCC)[CH2:17][CH2:18][CH2:19][CH2:20][CH3:21])[CH3:15]. No catalyst specified. The product is [CH:1]1[C:10]2[C:5](=[CH:6][CH:7]=[CH:8][CH:9]=2)[CH:4]=[CH:3][C:2]=1/[CH:11]=[C:16](\[CH2:17][CH2:18][CH2:19][CH2:20][CH3:21])/[C:14](=[O:13])[CH3:15]. The yield is 0.0300. (4) The reactants are [Br:1][C:2](Br)=[CH:3][C:4]1[CH:5]=[C:6]([CH:9]=[CH:10][C:11]=1[OH:12])[C:7]#[N:8].[O-]P([O-])([O-])=O.[K+].[K+].[K+]. The catalyst is C1COCC1.O.[Cu]I. The product is [Br:1][C:2]1[O:12][C:11]2[CH:10]=[CH:9][C:6]([C:7]#[N:8])=[CH:5][C:4]=2[CH:3]=1. The yield is 0.340.